The task is: Regression. Given two drug SMILES strings and cell line genomic features, predict the synergy score measuring deviation from expected non-interaction effect.. This data is from NCI-60 drug combinations with 297,098 pairs across 59 cell lines. (1) Drug 1: C(=O)(N)NO. Drug 2: CCC1(C2=C(COC1=O)C(=O)N3CC4=CC5=C(C=CC(=C5CN(C)C)O)N=C4C3=C2)O.Cl. Cell line: RXF 393. Synergy scores: CSS=14.4, Synergy_ZIP=-3.10, Synergy_Bliss=-0.460, Synergy_Loewe=-63.3, Synergy_HSA=-3.36. (2) Drug 1: CC1=CC2C(CCC3(C2CCC3(C(=O)C)OC(=O)C)C)C4(C1=CC(=O)CC4)C. Drug 2: CS(=O)(=O)OCCCCOS(=O)(=O)C. Cell line: DU-145. Synergy scores: CSS=-2.23, Synergy_ZIP=1.60, Synergy_Bliss=1.23, Synergy_Loewe=-3.96, Synergy_HSA=-3.66. (3) Cell line: BT-549. Drug 2: C1C(C(OC1N2C=NC(=NC2=O)N)CO)O. Drug 1: C1=NNC2=C1C(=O)NC=N2. Synergy scores: CSS=17.7, Synergy_ZIP=-4.73, Synergy_Bliss=-1.05, Synergy_Loewe=-15.4, Synergy_HSA=1.72.